Dataset: Reaction yield outcomes from USPTO patents with 853,638 reactions. Task: Predict the reaction yield, written as a fraction of the theoretical maximum amount of product (1.0 means a 100% yield; for example, 0.34 means a 34% yield). (1) The reactants are [Br:1][C:2]1[CH:7]=[CH:6][C:5]([N:8]([CH2:13][C:14]([O:16]C(C)(C)C)=[O:15])[S:9]([CH3:12])(=[O:11])=[O:10])=[CH:4][CH:3]=1. The catalyst is C1(C)C=CC=CC=1. The product is [Br:1][C:2]1[CH:3]=[CH:4][C:5]([N:8]([CH2:13][C:14]([OH:16])=[O:15])[S:9]([CH3:12])(=[O:10])=[O:11])=[CH:6][CH:7]=1. The yield is 0.950. (2) The reactants are [Cl:1][Si](C)(C)C.C([O:10][C:11](=[O:30])[C@@H:12]([NH:22]C(OC(C)(C)C)=O)[CH2:13][CH:14]([S:19][S:20][CH3:21])[CH2:15][N:16]=[N+:17]=[N-:18])(C)(C)C. The catalyst is FC(F)(F)CO. The product is [ClH:1].[NH2:22][C@@H:12]([CH2:13][CH:14]([S:19][S:20][CH3:21])[CH2:15][N:16]=[N+:17]=[N-:18])[C:11]([OH:30])=[O:10]. The yield is 0.910. (3) The reactants are [NH:1]1[C:5]2=[N:6][CH:7]=[CH:8][CH:9]=[C:4]2[CH2:3][CH2:2]1.[Br:10]Br.S([O-])([O-])(=O)=S.[Na+].[Na+]. The catalyst is N1C=CC=CC=1.ClCCl. The product is [Br:10][C:8]1[CH:9]=[C:4]2[CH2:3][CH2:2][NH:1][C:5]2=[N:6][CH:7]=1. The yield is 0.390. (4) The reactants are [N:1]1[C:10]2[C:5](=[CH:6][CH:7]=[CH:8][CH:9]=2)[C:4]([N:11]2[CH2:17][C:16]3[CH:18]=[C:19]([C:22]4[CH:23]=[C:24]([NH2:29])[C:25]([NH2:28])=[CH:26][CH:27]=4)[CH:20]=[CH:21][C:15]=3[O:14][CH2:13][CH2:12]2)=[CH:3][CH:2]=1.[C:30](N1C=CN=C1)(N1C=CN=C1)=[S:31]. The yield is 0.510. The catalyst is O1CCCC1. The product is [N:1]1[C:10]2[C:5](=[CH:6][CH:7]=[CH:8][CH:9]=2)[C:4]([N:11]2[CH2:17][C:16]3[CH:18]=[C:19]([C:22]4[CH:27]=[CH:26][C:25]5[NH:28][C:30](=[S:31])[NH:29][C:24]=5[CH:23]=4)[CH:20]=[CH:21][C:15]=3[O:14][CH2:13][CH2:12]2)=[CH:3][CH:2]=1. (5) The reactants are CC(C)([O-])C.[K+].[CH2:7]([OH:11])[C:8](=[CH2:10])[CH3:9].F[C:13]1[CH:18]=[C:17]([F:19])[CH:16]=[CH:15][C:14]=1[N+:20]([O-:22])=[O:21].O. The catalyst is C1(C)C=CC=CC=1.CCCCC. The product is [F:19][C:17]1[CH:18]=[CH:13][C:14]([N+:20]([O-:22])=[O:21])=[C:15]([O:11][CH2:7][C:8]([CH3:9])=[CH2:10])[CH:16]=1. The yield is 0.750. (6) The reactants are [NH2:1][C:2]1[C:9]([Br:10])=[CH:8][C:7]([Br:11])=[CH:6][C:3]=1[CH:4]=O.C(N(CC)CC)C.[F:19][C:20]([F:29])([F:28])/[CH:21]=[CH:22]/[C:23]([O:25][CH2:26][CH3:27])=[O:24].C(OCC)(=O)C. The catalyst is CS(C)=O. The product is [Br:11][C:7]1[CH:6]=[C:3]2[C:2](=[C:9]([Br:10])[CH:8]=1)[NH:1][CH:21]([C:20]([F:19])([F:29])[F:28])[C:22]([C:23]([O:25][CH2:26][CH3:27])=[O:24])=[CH:4]2. The yield is 0.430. (7) The reactants are [CH2:1]([O:3][C:4]([C:6]1[C:11]([NH:12][C:13]2[CH:18]=[CH:17][C:16]([CH3:19])=[CH:15][C:14]=2[F:20])=[C:10]([CH3:21])[C:9](=[O:22])[N:8]([CH3:23])[C:7]=1[CH3:24])=[O:5])[CH3:2].[Br:25]N1C(=O)CCC1=O. The catalyst is CN(C=O)C.CCOC(C)=O. The product is [CH2:1]([O:3][C:4]([C:6]1[C:11]([NH:12][C:13]2[CH:18]=[CH:17][C:16]([CH3:19])=[CH:15][C:14]=2[F:20])=[C:10]([CH3:21])[C:9](=[O:22])[N:8]([CH3:23])[C:7]=1[CH2:24][Br:25])=[O:5])[CH3:2]. The yield is 0.660.